This data is from NCI-60 drug combinations with 297,098 pairs across 59 cell lines. The task is: Regression. Given two drug SMILES strings and cell line genomic features, predict the synergy score measuring deviation from expected non-interaction effect. (1) Drug 1: CC1CCC2CC(C(=CC=CC=CC(CC(C(=O)C(C(C(=CC(C(=O)CC(OC(=O)C3CCCCN3C(=O)C(=O)C1(O2)O)C(C)CC4CCC(C(C4)OC)OCCO)C)C)O)OC)C)C)C)OC. Drug 2: CN(CC1=CN=C2C(=N1)C(=NC(=N2)N)N)C3=CC=C(C=C3)C(=O)NC(CCC(=O)O)C(=O)O. Cell line: K-562. Synergy scores: CSS=38.7, Synergy_ZIP=0.0302, Synergy_Bliss=-2.51, Synergy_Loewe=-27.9, Synergy_HSA=-0.563. (2) Drug 1: C1=C(C(=O)NC(=O)N1)N(CCCl)CCCl. Drug 2: CC1=C(C(=CC=C1)Cl)NC(=O)C2=CN=C(S2)NC3=CC(=NC(=N3)C)N4CCN(CC4)CCO. Synergy scores: CSS=7.92, Synergy_ZIP=2.66, Synergy_Bliss=4.62, Synergy_Loewe=-1.74, Synergy_HSA=-1.50. Cell line: UACC-257. (3) Drug 1: CC1=CC2C(CCC3(C2CCC3(C(=O)C)OC(=O)C)C)C4(C1=CC(=O)CC4)C. Drug 2: CS(=O)(=O)OCCCCOS(=O)(=O)C. Cell line: CCRF-CEM. Synergy scores: CSS=29.4, Synergy_ZIP=4.81, Synergy_Bliss=5.77, Synergy_Loewe=-0.287, Synergy_HSA=6.02. (4) Drug 1: CC12CCC(CC1=CCC3C2CCC4(C3CC=C4C5=CN=CC=C5)C)O. Drug 2: C1=NC2=C(N=C(N=C2N1C3C(C(C(O3)CO)O)O)F)N. Cell line: HCT116. Synergy scores: CSS=0.479, Synergy_ZIP=-4.61, Synergy_Bliss=-11.4, Synergy_Loewe=-11.6, Synergy_HSA=-11.0. (5) Drug 1: C1=CC=C(C=C1)NC(=O)CCCCCCC(=O)NO. Drug 2: C1=CC(=C(C=C1I)F)NC2=C(C=CC(=C2F)F)C(=O)NOCC(CO)O. Cell line: NCIH23. Synergy scores: CSS=70.6, Synergy_ZIP=-6.08, Synergy_Bliss=-8.79, Synergy_Loewe=-7.68, Synergy_HSA=-4.93. (6) Drug 1: CC(CN1CC(=O)NC(=O)C1)N2CC(=O)NC(=O)C2. Drug 2: C(=O)(N)NO. Cell line: OVCAR-8. Synergy scores: CSS=26.7, Synergy_ZIP=-5.44, Synergy_Bliss=1.24, Synergy_Loewe=-3.27, Synergy_HSA=3.00.